From a dataset of Forward reaction prediction with 1.9M reactions from USPTO patents (1976-2016). Predict the product of the given reaction. (1) Given the reactants [S:1]1[C:5]2[CH:6]=[CH:7][CH:8]=[CH:9][C:4]=2[N:3]=[CH:2]1.[Li]CCCC.[C:15]([O:19][C:20](=[O:40])[NH:21][CH2:22][CH2:23][CH2:24][CH2:25][C@H:26]([NH:29][C:30]([O:32][CH2:33][C:34]1[CH:39]=[CH:38][CH:37]=[CH:36][CH:35]=1)=[O:31])[CH:27]=[O:28])([CH3:18])([CH3:17])[CH3:16], predict the reaction product. The product is: [C:15]([O:19][C:20](=[O:40])[NH:21][CH2:22][CH2:23][CH2:24][CH2:25][C@H:26]([NH:29][C:30]([O:32][CH2:33][C:34]1[CH:39]=[CH:38][CH:37]=[CH:36][CH:35]=1)=[O:31])[CH:27]([C:2]1[S:1][C:5]2[CH:6]=[CH:7][CH:8]=[CH:9][C:4]=2[N:3]=1)[OH:28])([CH3:18])([CH3:16])[CH3:17]. (2) Given the reactants [O:1]=[C:2]1[CH2:7][NH:6][CH2:5][CH2:4][N:3]1[C:8]1[CH:13]=[CH:12][C:11]([S:14]([NH:17][C:18]2[S:19][CH:20]=[CH:21][N:22]=2)(=[O:16])=[O:15])=[CH:10][CH:9]=1.[Cl:23][C:24]1[CH:25]=[C:26]2[C:30](=[CH:31][CH:32]=1)[N:29]([CH:33]([CH3:37])[C:34](O)=[O:35])[C:28]([CH3:38])=[CH:27]2.CN(C(ON1N=NC2C=CC=NC1=2)=[N+](C)C)C.F[P-](F)(F)(F)(F)F.C(=O)(O)[O-].[Na+], predict the reaction product. The product is: [Cl:23][C:24]1[CH:25]=[C:26]2[C:30](=[CH:31][CH:32]=1)[N:29]([CH:33]([CH3:37])[C:34]([N:6]1[CH2:5][CH2:4][N:3]([C:8]3[CH:9]=[CH:10][C:11]([S:14]([NH:17][C:18]4[S:19][CH:20]=[CH:21][N:22]=4)(=[O:16])=[O:15])=[CH:12][CH:13]=3)[C:2](=[O:1])[CH2:7]1)=[O:35])[C:28]([CH3:38])=[CH:27]2. (3) Given the reactants Br[C:2]1[CH:3]=[C:4]2[C:9](=[CH:10][CH:11]=1)[CH:8]=[C:7]([OH:12])[CH:6]=[CH:5]2.C([Li])CCC.[B:18](OC(C)C)([O:23]C(C)C)[O:19]C(C)C.Cl, predict the reaction product. The product is: [OH:12][C:7]1[CH:8]=[C:9]2[C:4](=[CH:5][CH:6]=1)[CH:3]=[C:2]([B:18]([OH:23])[OH:19])[CH:11]=[CH:10]2. (4) Given the reactants [CH3:1][C:2]1[C:11](=[O:12])[C:10]2[C:5](=[CH:6][CH:7]=[CH:8][C:9]=2[N+:13]([O-:15])=[O:14])[NH:4][CH:3]=1.CC1C(=O)C2C(=CC([N+]([O-])=O)=CC=2)NC=1.C(=O)([O-])[O-].[Cs+].[Cs+].Br[CH2:38][C:39]([O:41][CH2:42][CH3:43])=[O:40], predict the reaction product. The product is: [CH2:42]([O:41][C:39](=[O:40])[CH2:38][N:4]1[C:5]2[C:10](=[C:9]([N+:13]([O-:15])=[O:14])[CH:8]=[CH:7][CH:6]=2)[C:11](=[O:12])[C:2]([CH3:1])=[CH:3]1)[CH3:43]. (5) Given the reactants [Cl:1][C:2]1[CH:3]=[CH:4][C:5]([OH:8])=[N:6][CH:7]=1.O[CH:10]1[CH2:14][CH2:13][N:12](C(OC(C)(C)C)=O)[CH2:11]1.C1(P(C2C=CC=CC=2)C2C=CC=CC=2)C=CC=CC=1.N(C(OCC)=O)=NC(OCC)=O, predict the reaction product. The product is: [Cl:1][C:2]1[CH:3]=[CH:4][C:5]([O:8][CH:10]2[CH2:14][CH2:13][NH:12][CH2:11]2)=[N:6][CH:7]=1. (6) Given the reactants [Br:1][C:2]1[C:10]2[C:5](=[CH:6][C:7]([N+:12]([O-:14])=[O:13])=[C:8]([CH3:11])[CH:9]=2)[N:4]([C:15]([C:28]2[CH:33]=[CH:32][CH:31]=[CH:30][CH:29]=2)([C:22]2[CH:27]=[CH:26][CH:25]=[CH:24][CH:23]=2)[C:16]2[CH:21]=[CH:20][CH:19]=[CH:18][CH:17]=2)[N:3]=1.[CH2:34]1[C:39](=[O:40])[N:38](Br)[C:36](=[O:37])[CH2:35]1.CC(N=N[C:49]([C:52]#N)([CH3:51])C)(C#N)C.[CH3:54]N(C=O)C, predict the reaction product. The product is: [Br:1][C:2]1[C:10]2[C:5](=[CH:6][C:7]([N+:12]([O-:14])=[O:13])=[C:8]([CH2:11][N:38]3[C:39](=[O:40])[C:34]4[C:35](=[CH:54][CH:52]=[CH:49][CH:51]=4)[C:36]3=[O:37])[CH:9]=2)[N:4]([C:15]([C:28]2[CH:33]=[CH:32][CH:31]=[CH:30][CH:29]=2)([C:22]2[CH:23]=[CH:24][CH:25]=[CH:26][CH:27]=2)[C:16]2[CH:21]=[CH:20][CH:19]=[CH:18][CH:17]=2)[N:3]=1.